This data is from Catalyst prediction with 721,799 reactions and 888 catalyst types from USPTO. The task is: Predict which catalyst facilitates the given reaction. (1) Reactant: [ClH:1].[NH:2]1[CH2:6][CH2:5][C@@H:4]([O:7][C:8]2[CH:9]=[CH:10][C:11]3[O:16][CH2:15][C:14](=[O:17])[NH:13][C:12]=3[CH:18]=2)[CH2:3]1.C(N(CC)C(C)C)(C)C.BrC1C=CC(S(O[CH2:39][C@@H:40]2[O:54][C:44]3=[C:45]4[C:50](=[CH:51][CH:52]=[C:43]3[O:42][CH2:41]2)[N:49]=[C:48]([CH3:53])[CH:47]=[CH:46]4)(=O)=O)=CC=1.C([O-])(O)=O.[Na+]. Product: [ClH:1].[ClH:1].[CH3:53][C:48]1[CH:47]=[CH:46][C:45]2[C:50](=[CH:51][CH:52]=[C:43]3[O:42][CH2:41][C@H:40]([CH2:39][N:2]4[CH2:6][CH2:5][C@@H:4]([O:7][C:8]5[CH:9]=[CH:10][C:11]6[O:16][CH2:15][C:14](=[O:17])[NH:13][C:12]=6[CH:18]=5)[CH2:3]4)[O:54][C:44]3=2)[N:49]=1. The catalyst class is: 51. (2) Reactant: [C:1](Cl)(=O)[C:2]([Cl:4])=[O:3].[C:7](O)(=O)[CH2:8][CH2:9][CH2:10][CH2:11][CH2:12][CH2:13][CH2:14][CH2:15][CH2:16][CH2:17][CH2:18][CH2:19][CH2:20][CH2:21][CH2:22]CC. Product: [C:2]([Cl:4])(=[O:3])[CH2:1][CH2:22][CH2:21][CH2:20][CH2:19][CH2:18][CH2:17][CH2:16][CH2:15][CH2:14][CH2:13][CH2:12][CH2:11][CH2:10][CH2:9][CH2:8][CH3:7]. The catalyst class is: 22. (3) Reactant: [C:1]([O:5][C:6](=[O:23])[N:7]([CH2:12][CH2:13][C:14]1[CH:19]=[CH:18][C:17]([Cl:20])=[C:16]([CH:21]=O)[CH:15]=1)[CH2:8][CH:9]([F:11])[F:10])([CH3:4])([CH3:3])[CH3:2].[CH:24]1([NH2:27])[CH2:26][CH2:25]1.[BH4-].[Na+]. Product: [C:1]([O:5][C:6](=[O:23])[N:7]([CH2:12][CH2:13][C:14]1[CH:19]=[CH:18][C:17]([Cl:20])=[C:16]([CH2:21][NH:27][CH:24]2[CH2:26][CH2:25]2)[CH:15]=1)[CH2:8][CH:9]([F:11])[F:10])([CH3:4])([CH3:3])[CH3:2]. The catalyst class is: 5. (4) Reactant: C[N:2]([CH3:12])[CH:3]=[C:4]([N+:10]#[C-:11])[C:5]([O:7][CH2:8][CH3:9])=[O:6].Cl.[O:14]([C@H:21]1[CH2:26][CH2:25][C@H](N)[CH2:23][CH2:22]1)[C:15]1[CH:20]=[CH:19][CH:18]=[CH:17][CH:16]=1.C(N(CC)CC)C. Product: [O:14]([C@H:21]1[CH2:26][CH2:25][C@H:12]([N:2]2[CH:3]=[C:4]([C:5]([O:7][CH2:8][CH3:9])=[O:6])[N:10]=[CH:11]2)[CH2:23][CH2:22]1)[C:15]1[CH:20]=[CH:19][CH:18]=[CH:17][CH:16]=1. The catalyst class is: 51. (5) Reactant: [F:1][C:2]1[CH:10]=[C:9]([N+:11]([O-])=O)[C:8]([O:14][CH3:15])=[CH:7][C:3]=1[C:4]([OH:6])=[O:5]. Product: [NH2:11][C:9]1[C:8]([O:14][CH3:15])=[CH:7][C:3]([C:4]([OH:6])=[O:5])=[C:2]([F:1])[CH:10]=1. The catalyst class is: 29. (6) Reactant: [Si]([O:8][C@H:9]1[CH2:14][CH2:13][C@@:12]([C@H:16]2[CH2:25][CH2:24][C@@:23]3([CH3:26])[C@@H:18]([CH2:19][CH2:20][C:21](=[O:27])[NH:22]3)[C@@H:17]2[CH2:28][NH:29]C(=O)OC(C)(C)C)([CH3:15])[C@@H:11]([CH2:37][O:38][Si](C(C)(C)C)(C)C)[CH2:10]1)(C(C)(C)C)(C)C.O.O1CCOCC1.Cl. Product: [NH2:29][CH2:28][C@@H:17]1[C@@H:16]([C@@:12]2([CH3:15])[CH2:13][CH2:14][C@H:9]([OH:8])[CH2:10][C@@H:11]2[CH2:37][OH:38])[CH2:25][CH2:24][C@@:23]2([CH3:26])[C@H:18]1[CH2:19][CH2:20][C:21](=[O:27])[NH:22]2. The catalyst class is: 258. (7) Reactant: C(OC([NH:11][C@H:12]([CH2:16][O:17][CH:18]([CH3:21])[CH2:19][Cl:20])[C:13]([OH:15])=[O:14])=O)C1C=CC=CC=1. Product: [NH2:11][C@H:12]([CH2:16][O:17][CH:18]([CH3:21])[CH2:19][Cl:20])[C:13]([OH:15])=[O:14]. The catalyst class is: 19.